This data is from Drug-target binding data from BindingDB using IC50 measurements. The task is: Regression. Given a target protein amino acid sequence and a drug SMILES string, predict the binding affinity score between them. We predict pIC50 (pIC50 = -log10(IC50 in M); higher means more potent). Dataset: bindingdb_ic50. (1) The compound is COC(=O)COc1nn(-c2ccc(Cl)cc2Cl)c(-c2ccc(Cl)cc2)c1C. The target protein sequence is FRGSPFQEKMTAGDNSQLVPVVDTTNITEFYNKSLSSYKENEENIQCGENFMDMECFMILNPSQQLAIAVLSLTLGTFTVLENLLVLCVILHSRSLRCRPSYHFIGSLAVADLLGSVIFVYSFVDFHVFHRKDSPNVFLFKLGGVTASFTASVGSLFLTAIDRYISIHRPLAYKRIVTRPKAVVAFCLMWTIAIVIAVLPLLGWNCKKLQSVCSDIFPLIDETYLMFWIGVTSVLLLFIVYAYMYILWKAHSHAVRMIQRGTQKSIIIHTSEDGKVQVTRPDQARMDIRLAKTLVLILVVLIICWGPLLAIMVYDVFGKMNKLIKTVFAFC. The pIC50 is 6.7. (2) The drug is Clc1cccc(C2CC(c3ccc4c(c3)OCCO4)=NN2c2ccccc2)c1. The target protein (Q99N57) has sequence MEHIQGAWKTISNGFGLKDAVFDGSSCISPTIVQQFGYQRRASDDGKLTDSSKTSNTIRVFLPNKQRTVVNVRNGMSLHDCLMKALKVRGLQPECCAVFRLLQEHKGKKARLDWNTDAASLIGEELQVDFLDHVPLTTHNFARKTFLKLAFCDICQKFLLNGFRCQTCGYKFHEHCSTKVPTMCVDWSNIRQLLLFPNSTVGDSGVPAPPSFPMRRMRESVSRMPASSQHRYSTPHAFTFNTSSPSSEGSLSQRQRSTSTPNVHMVSTTLHVDSRMIEDAIRSHSESASPSALSSSPNNLSPTGWSQPKTPVPAQRERAPGSGTQEKNKIRPRGQRDSSYYWEIEASEVMLSTRIGSGSFGTVYKGKWHGDVAVKILKVVDPTPEQLQAFRNEVAVLRKTRHVNILLFMGYMTKDNLAIVTQWCEGSSLYKHLHVQETKFQMFQLIDIARQTAQGMDYLHAKNIIHRDMKSNNIFLHEGLTVKIGDFGLATVKSRWSGSQ.... The pIC50 is 4.8.